The task is: Predict the reaction yield, written as a fraction of the theoretical maximum amount of product (1.0 means a 100% yield; for example, 0.34 means a 34% yield).. This data is from Reaction yield outcomes from USPTO patents with 853,638 reactions. (1) The reactants are Br[C:2]1[CH:3]=[CH:4][C:5]2[O:14][CH2:13][CH2:12][C:11]3[S:10][C:9]([C:15]4[N:16]([CH:20]([CH3:22])[CH3:21])[N:17]=[CH:18][N:19]=4)=[N:8][C:7]=3[C:6]=2[CH:23]=1.[N:24]1([C:29]2[CH:34]=[CH:33][C:32](B3OC(C)(C)C(C)(C)O3)=[CH:31][N:30]=2)[CH2:28][CH2:27][CH2:26][CH2:25]1. No catalyst specified. The product is [CH:20]([N:16]1[C:15]([C:9]2[S:10][C:11]3[CH2:12][CH2:13][O:14][C:5]4[CH:4]=[CH:3][C:2]([C:32]5[CH:31]=[N:30][C:29]([N:24]6[CH2:25][CH2:26][CH2:27][CH2:28]6)=[CH:34][CH:33]=5)=[CH:23][C:6]=4[C:7]=3[N:8]=2)=[N:19][CH:18]=[N:17]1)([CH3:22])[CH3:21]. The yield is 0.620. (2) The reactants are Br[CH2:2][C:3]([CH3:5])=[CH2:4].[Br:6][C:7]1[CH:12]=[CH:11][C:10]([N+:13]([O-:15])=[O:14])=[CH:9][C:8]=1[NH:16][C:17](=[O:19])[CH3:18].C(=O)([O-])[O-].[K+].[K+]. The catalyst is CN(C=O)C. The product is [Br:6][C:7]1[CH:12]=[CH:11][C:10]([N+:13]([O-:15])=[O:14])=[CH:9][C:8]=1[N:16]([CH2:2][C:3]([CH3:5])=[CH2:4])[C:17](=[O:19])[CH3:18]. The yield is 0.850. (3) The reactants are [C:1]([NH:4][NH:5][C:6]([C:8]1[NH:9][C:10]([C:13]2[CH:18]=[C:17]([O:19][C:20]3[CH:25]=[CH:24][C:23]([S:26]([CH3:29])(=[O:28])=[O:27])=[CH:22][CH:21]=3)[CH:16]=[C:15]([O:30][C@@H:31]([CH3:35])[CH2:32][O:33][CH3:34])[CH:14]=2)=[CH:11][CH:12]=1)=O)(=[O:3])[CH3:2].C(N(CC)CC)C.O.C(OCC)(=O)C. The catalyst is C(#N)C. The product is [CH3:34][O:33][CH2:32][C@H:31]([CH3:35])[O:30][C:15]1[CH:14]=[C:13]([C:10]2[NH:9][C:8]([C:6]3[O:3][C:1]([CH3:2])=[N:4][N:5]=3)=[CH:12][CH:11]=2)[CH:18]=[C:17]([O:19][C:20]2[CH:21]=[CH:22][C:23]([S:26]([CH3:29])(=[O:28])=[O:27])=[CH:24][CH:25]=2)[CH:16]=1. The yield is 0.590. (4) The reactants are [CH2:1]([O:3][C:4](=[O:16])[C:5]1[CH:10]=[C:9]([S:11][CH2:12][CH3:13])[CH:8]=[C:7]([NH2:14])[C:6]=1[NH2:15])[CH3:2].COC(C1C2N=C(N)[NH:26][C:25]=2C=CC=1)=O.BrC#N. The catalyst is CO. The product is [CH2:1]([O:3][C:4]([C:5]1[C:6]2[N:15]=[C:25]([NH2:26])[NH:14][C:7]=2[CH:8]=[C:9]([S:11][CH2:12][CH3:13])[CH:10]=1)=[O:16])[CH3:2]. The yield is 0.900. (5) The reactants are C(=O)([O-])[O-].[Cs+].[Cs+].[CH3:7]I.[Cl:9][C:10]1[C:11]2[CH:18]=[CH:17][NH:16][C:12]=2[N:13]=[CH:14][N:15]=1.O. The catalyst is CN(C=O)C. The product is [Cl:9][C:10]1[C:11]2[CH:18]=[CH:17][N:16]([CH3:7])[C:12]=2[N:13]=[CH:14][N:15]=1. The yield is 0.880.